From a dataset of Forward reaction prediction with 1.9M reactions from USPTO patents (1976-2016). Predict the product of the given reaction. (1) Given the reactants [CH3:1][O:2][C:3]1[CH:4]=[C:5]([CH:11]=[C:12]([O:17][CH3:18])[C:13]=1[CH2:14][CH2:15][CH3:16])[CH2:6]P(=O)([O-])[O-].[F:19][C:20]1[CH:21]=[C:22]([CH:25]=[C:26]([F:28])[CH:27]=1)[CH:23]=O, predict the reaction product. The product is: [F:19][C:20]1[CH:21]=[C:22]([CH:23]=[CH:6][C:5]2[CH:4]=[C:3]([O:2][CH3:1])[C:13]([CH2:14][CH2:15][CH3:16])=[C:12]([O:17][CH3:18])[CH:11]=2)[CH:25]=[C:26]([F:28])[CH:27]=1. (2) Given the reactants [C:1]([C:3]1[CH:8]=[CH:7][CH:6]=[C:5]([O:9][CH3:10])[C:4]=1[NH:11][C:12](=[O:18])[O:13][C:14]([CH3:17])([CH3:16])[CH3:15])#[CH:2].C([Li])CCC.CON(C)[C:27]([C:29]1[N:33]2[CH:34]=[CH:35][C:36]([O:38][CH2:39][CH2:40][O:41][CH3:42])=[CH:37][C:32]2=[N:31][CH:30]=1)=[O:28], predict the reaction product. The product is: [CH3:10][O:9][C:5]1[CH:6]=[CH:7][CH:8]=[C:3]([C:1]#[C:2][C:27]([C:29]2[N:33]3[CH:34]=[CH:35][C:36]([O:38][CH2:39][CH2:40][O:41][CH3:42])=[CH:37][C:32]3=[N:31][CH:30]=2)=[O:28])[C:4]=1[NH:11][C:12](=[O:18])[O:13][C:14]([CH3:15])([CH3:17])[CH3:16]. (3) Given the reactants [Br:1][C:2]1[C:7]([OH:8])=[CH:6][CH:5]=[CH:4][N:3]=1.[H-].[Na+].I[CH3:12].O, predict the reaction product. The product is: [Br:1][C:2]1[C:7]([O:8][CH3:12])=[CH:6][CH:5]=[CH:4][N:3]=1.